From a dataset of Full USPTO retrosynthesis dataset with 1.9M reactions from patents (1976-2016). Predict the reactants needed to synthesize the given product. (1) Given the product [F:1][C:2]1([F:25])[CH2:7][CH2:6][CH:5]([CH2:9][NH:10][C:11]([C:13]2[C:14]3[CH:15]=[CH:16][C:17]([N:39]4[CH2:40][CH2:41][CH:37]([CH2:36][OH:35])[C@@H:38]4[CH2:26][CH3:27])=[N:18][C:19]=3[CH:20]=[CH:21][C:22]=2[Cl:23])=[O:12])[CH2:4][CH2:3]1, predict the reactants needed to synthesize it. The reactants are: [F:1][C:2]1([F:25])[CH2:7][CH2:6][C:5]([CH2:9][NH:10][C:11]([C:13]2[C:14]3[CH:15]=[CH:16][C:17](Cl)=[N:18][C:19]=3[CH:20]=[CH:21][C:22]=2[Cl:23])=[O:12])(O)[CH2:4][CH2:3]1.[CH3:26][CH2:27]N(C(C)C)C(C)C.[OH:35][CH2:36][C@H:37]1[CH2:41][CH2:40][N:39](CC)[CH2:38]1. (2) Given the product [Cl:1][CH:2]([CH3:6])[C:3]([NH:19][CH2:18][CH2:17][NH:16][C:12]1[CH:13]=[CH:14][CH:15]=[C:10]([O:9][C:8]([F:7])([F:20])[F:21])[CH:11]=1)=[O:4], predict the reactants needed to synthesize it. The reactants are: [Cl:1][CH:2]([CH3:6])[C:3](O)=[O:4].[F:7][C:8]([F:21])([F:20])[O:9][C:10]1[CH:11]=[C:12]([NH:16][CH2:17][CH2:18][NH2:19])[CH:13]=[CH:14][CH:15]=1.C1(N=C=NC2CCCCC2)CCCCC1. (3) Given the product [O:18]([CH2:17][CH2:16][CH2:15][CH2:14][CH2:13][N:7]1[C:8]2[C:4](=[CH:3][C:2]([F:1])=[CH:10][CH:9]=2)[C:5]([I:11])=[N:6]1)[Si:19]([C:22]([CH3:23])([CH3:24])[CH3:25])([CH3:20])[CH3:21], predict the reactants needed to synthesize it. The reactants are: [F:1][C:2]1[CH:3]=[C:4]2[C:8](=[CH:9][CH:10]=1)[NH:7][N:6]=[C:5]2[I:11].Cl[CH2:13][CH2:14][CH2:15][CH2:16][CH2:17][O:18][Si:19]([C:22]([CH3:25])([CH3:24])[CH3:23])([CH3:21])[CH3:20].